The task is: Predict which catalyst facilitates the given reaction.. This data is from Catalyst prediction with 721,799 reactions and 888 catalyst types from USPTO. (1) The catalyst class is: 23. Product: [Cl:21][C:22]1[CH:27]=[CH:26][C:25]([S:28]([NH:1][CH:2]([C:6]2[CH:7]=[C:8]([F:13])[CH:9]=[C:10]([F:12])[CH:11]=2)[C:3]([NH2:5])=[O:4])(=[O:30])=[O:29])=[CH:24][CH:23]=1. Reactant: [NH2:1][CH:2]([C:6]1[CH:11]=[C:10]([F:12])[CH:9]=[C:8]([F:13])[CH:7]=1)[C:3]([NH2:5])=[O:4].C(N(CC)CC)C.[Cl:21][C:22]1[CH:27]=[CH:26][C:25]([S:28](Cl)(=[O:30])=[O:29])=[CH:24][CH:23]=1. (2) Reactant: [CH2:1]([C:5]1[N:6]=[C:7]([CH3:37])[N:8]([CH2:31][C:32]([O:34]CC)=[O:33])[C:9](=[O:30])[C:10]=1[CH2:11][C:12]1[CH:17]=[CH:16][C:15]([C:18]2[CH:23]=[CH:22][CH:21]=[CH:20][C:19]=2[C:24]2[NH:28][C:27](=[O:29])[O:26][N:25]=2)=[CH:14][CH:13]=1)[CH2:2][CH2:3][CH3:4].[OH-].[Na+].O1CCCC1.Cl. Product: [CH2:1]([C:5]1[N:6]=[C:7]([CH3:37])[N:8]([CH2:31][C:32]([OH:34])=[O:33])[C:9](=[O:30])[C:10]=1[CH2:11][C:12]1[CH:13]=[CH:14][C:15]([C:18]2[CH:23]=[CH:22][CH:21]=[CH:20][C:19]=2[C:24]2[NH:28][C:27](=[O:29])[O:26][N:25]=2)=[CH:16][CH:17]=1)[CH2:2][CH2:3][CH3:4]. The catalyst class is: 336.